Regression. Given a peptide amino acid sequence and an MHC pseudo amino acid sequence, predict their binding affinity value. This is MHC class I binding data. From a dataset of Peptide-MHC class I binding affinity with 185,985 pairs from IEDB/IMGT. (1) The peptide sequence is RRVRDNMTK. The MHC is HLA-A26:01 with pseudo-sequence HLA-A26:01. The binding affinity (normalized) is 0.0847. (2) The peptide sequence is AVRQKSRWI. The MHC is HLA-B38:01 with pseudo-sequence HLA-B38:01. The binding affinity (normalized) is 0.0847.